This data is from Reaction yield outcomes from USPTO patents with 853,638 reactions. The task is: Predict the reaction yield, written as a fraction of the theoretical maximum amount of product (1.0 means a 100% yield; for example, 0.34 means a 34% yield). (1) The product is [CH2:31]([N:8]1[C:9](=[O:26])[C:10]([CH2:11][C:12]2[CH:17]=[CH:16][C:15]([C:18]3[CH:23]=[CH:22][CH:21]=[CH:20][C:19]=3[C:24]3[NH:37][C:38](=[O:41])[O:39][N:25]=3)=[CH:14][CH:13]=2)=[C:5]([CH2:1][CH2:2][CH2:3][CH3:4])[N:6]=[C:7]1[CH3:27])[CH2:32][CH2:33][CH3:34]. The reactants are [CH2:1]([C:5]1[N:6]=[C:7]([CH3:27])[NH:8][C:9](=[O:26])[C:10]=1[CH2:11][C:12]1[CH:17]=[CH:16][C:15]([C:18]2[C:19]([C:24]#[N:25])=[CH:20][CH:21]=[CH:22][CH:23]=2)=[CH:14][CH:13]=1)[CH2:2][CH2:3][CH3:4].[H-].[Na+].I[CH2:31][CH2:32][CH2:33][CH3:34].[Cl-].O[NH3+:37].[C:38](=[O:41])([O-])[OH:39].[Na+]. The catalyst is C(OCC)(=O)C.CS(C)=O.CN(C)C=O. The yield is 0.420. (2) The reactants are Br[C:2]1[CH:7]=[C:6]([N+:8]([O-:10])=[O:9])[CH:5]=[CH:4][C:3]=1[C:11]1[O:15][CH:14]=[N:13][CH:12]=1.[C-:16]#[N:17].[K+].C([Sn](Cl)(CCCC)CCCC)CCC. The catalyst is C(#N)C.C1C=CC([P]([Pd]([P](C2C=CC=CC=2)(C2C=CC=CC=2)C2C=CC=CC=2)([P](C2C=CC=CC=2)(C2C=CC=CC=2)C2C=CC=CC=2)[P](C2C=CC=CC=2)(C2C=CC=CC=2)C2C=CC=CC=2)(C2C=CC=CC=2)C2C=CC=CC=2)=CC=1. The product is [N+:8]([C:6]1[CH:5]=[CH:4][C:3]([C:11]2[O:15][CH:14]=[N:13][CH:12]=2)=[C:2]([CH:7]=1)[C:16]#[N:17])([O-:10])=[O:9]. The yield is 0.520.